Dataset: Forward reaction prediction with 1.9M reactions from USPTO patents (1976-2016). Task: Predict the product of the given reaction. (1) Given the reactants [CH2:1]([OH:5])[CH2:2][C:3]#[CH:4].[H-].[Na+].Br[CH2:9][CH2:10][CH:11]1[CH2:16][CH2:15][N:14]([C:17]([O:19][C:20]([CH3:23])([CH3:22])[CH3:21])=[O:18])[CH2:13][CH2:12]1, predict the reaction product. The product is: [CH2:1]([O:5][CH2:9][CH2:10][CH:11]1[CH2:12][CH2:13][N:14]([C:17]([O:19][C:20]([CH3:21])([CH3:23])[CH3:22])=[O:18])[CH2:15][CH2:16]1)[CH2:2][C:3]#[CH:4]. (2) Given the reactants C1C=C[NH+]=CC=1.[O-][Cr](Cl)(=O)=O.C([O-])(=O)C.[Na+].CC1C=C(C(C)(C)C)C(O)=C(C(C)(C)C)C=1.[CH3:33][CH:34]([O:41][CH2:42][CH2:43][CH2:44][CH2:45][OH:46])[CH2:35][CH2:36][CH2:37][CH:38]([CH3:40])[CH3:39], predict the reaction product. The product is: [CH3:33][CH:34]([O:41][CH2:42][CH2:43][CH2:44][CH:45]=[O:46])[CH2:35][CH2:36][CH2:37][CH:38]([CH3:39])[CH3:40]. (3) Given the reactants [C:1]([O:5][C:6]([N:8]1[CH2:15][CH2:14][C@:13]2([CH3:18])[C@H:16]([CH3:17])[C@H:9]1[CH2:10][C:11]1[CH:22]=[CH:21][C:20]([B:23]3[O:27]C(C)(C)C(C)(C)[O:24]3)=[CH:19][C:12]=12)=[O:7])([CH3:4])([CH3:3])[CH3:2], predict the reaction product. The product is: [C:1]([O:5][C:6]([N:8]1[CH2:15][CH2:14][C@:13]2([CH3:18])[C@H:16]([CH3:17])[C@H:9]1[CH2:10][C:11]1[CH:22]=[CH:21][C:20]([B:23]([OH:27])[OH:24])=[CH:19][C:12]=12)=[O:7])([CH3:2])([CH3:3])[CH3:4].